From a dataset of Full USPTO retrosynthesis dataset with 1.9M reactions from patents (1976-2016). Predict the reactants needed to synthesize the given product. (1) The reactants are: [B-][N+](C)(C)C.[C:6]([C:10]1[CH:18]=[CH:17][C:13]([C:14](O)=[O:15])=[C:12]([O:19][CH:20]2[CH2:25][CH2:24][N:23]([C:26]([O:28][C:29]([CH3:32])([CH3:31])[CH3:30])=[O:27])[CH2:22][CH2:21]2)[CH:11]=1)([CH3:9])([CH3:8])[CH3:7]. Given the product [C:6]([C:10]1[CH:18]=[CH:17][C:13]([CH2:14][OH:15])=[C:12]([O:19][CH:20]2[CH2:21][CH2:22][N:23]([C:26]([O:28][C:29]([CH3:32])([CH3:31])[CH3:30])=[O:27])[CH2:24][CH2:25]2)[CH:11]=1)([CH3:9])([CH3:7])[CH3:8], predict the reactants needed to synthesize it. (2) Given the product [CH3:1][NH:2][C:3]([C:5]1[N:6]=[N:7][C:8]([NH:24][C:25]2[CH:30]=[CH:29][CH:28]=[CH:27][N:26]=2)=[CH:9][C:10]=1[NH:11][C:12]1[C:13]([S:22][CH3:23])=[C:14]([CH:19]=[CH:20][CH:21]=1)[C:15]([OH:17])=[O:16])=[O:4], predict the reactants needed to synthesize it. The reactants are: [CH3:1][NH:2][C:3]([C:5]1[N:6]=[N:7][C:8]([NH:24][C:25]2[CH:30]=[CH:29][CH:28]=[CH:27][N:26]=2)=[CH:9][C:10]=1[NH:11][C:12]1[C:13]([S:22][CH3:23])=[C:14]([CH:19]=[CH:20][CH:21]=1)[C:15]([O:17]C)=[O:16])=[O:4].C1COCC1.[OH-].[Li+].Cl. (3) Given the product [F:18][C:2]([F:1])([F:17])[C:3]1[CH:4]=[C:5]2[C:9](=[CH:10][CH:11]=1)[NH:8][CH:7]=[C:6]2[CH2:12][C:13]([OH:15])=[O:14], predict the reactants needed to synthesize it. The reactants are: [F:1][C:2]([F:18])([F:17])[C:3]1[CH:4]=[C:5]2[C:9](=[CH:10][CH:11]=1)[NH:8][CH:7]=[C:6]2[CH2:12][C:13]([O:15]C)=[O:14].CO.C1COCC1.[Li+].[OH-].